Dataset: Full USPTO retrosynthesis dataset with 1.9M reactions from patents (1976-2016). Task: Predict the reactants needed to synthesize the given product. (1) Given the product [C:1]([O:5][C:6]([N:8]1[CH2:14][CH2:13][CH2:12][CH:11]([O:15][S:30]([C:27]2[CH:28]=[CH:29][C:24]([CH3:23])=[CH:25][CH:26]=2)(=[O:32])=[O:31])[CH2:10][CH2:9]1)=[O:7])([CH3:4])([CH3:2])[CH3:3], predict the reactants needed to synthesize it. The reactants are: [C:1]([O:5][C:6]([N:8]1[CH2:14][CH2:13][CH2:12][CH:11]([OH:15])[CH2:10][CH2:9]1)=[O:7])([CH3:4])([CH3:3])[CH3:2].C(N(CC)CC)C.[CH3:23][C:24]1[CH:29]=[CH:28][C:27]([S:30](Cl)(=[O:32])=[O:31])=[CH:26][CH:25]=1. (2) The reactants are: FF.BrP(Br)(C1C=CC=CC=1)(C1C=CC=CC=1)C1C=CC=CC=1.[Br:24][CH2:25][C:26]1[CH:34]=[CH:33][C:29]([C:30]([OH:32])=[O:31])=[C:28]([F:35])[CH:27]=1.[NH2:36][C:37]1[C:38]([C:44]([NH:46][NH2:47])=[O:45])=[N:39][C:40]([Br:43])=[CH:41][N:42]=1.CCN(C(C)C)C(C)C. Given the product [Br:24][CH2:25][C:26]1[CH:34]=[CH:33][C:29]([C:30]([OH:32])=[O:31])=[C:28]([F:35])[CH:27]=1.[Br:43][C:40]1[N:39]=[C:38]([C:44]2[O:45][C:30]([C:29]3[CH:33]=[CH:34][C:26]([CH2:25][Br:24])=[CH:27][C:28]=3[F:35])=[N:47][N:46]=2)[C:37]([NH2:36])=[N:42][CH:41]=1, predict the reactants needed to synthesize it. (3) Given the product [Cl:20][C:17]1[CH:18]=[CH:19][C:14]([CH:13]([C:12]2[N:51]([C:45]3[CH:50]=[CH:49][CH:48]=[CH:47][CH:46]=3)[N:52]=[C:3]3[C:4]=2[CH:5]=[C:6]([C:8]([F:9])([F:10])[F:11])[CH:7]=[C:2]3[Cl:1])[CH:21]([C:25]2[CH:42]=[CH:41][C:28]([C:29]([NH:31][CH2:32][CH2:33][C:34]([OH:36])=[O:35])=[O:30])=[CH:27][CH:26]=2)[CH2:22][CH2:23][CH3:24])=[CH:15][CH:16]=1, predict the reactants needed to synthesize it. The reactants are: [Cl:1][C:2]1[C:3](F)=[C:4]([C:12](=O)[CH:13]([CH:21]([C:25]2[CH:42]=[CH:41][C:28]([C:29]([NH:31][CH2:32][CH2:33][C:34]([O:36]CCCC)=[O:35])=[O:30])=[CH:27][CH:26]=2)[CH2:22][CH2:23][CH3:24])[C:14]2[CH:19]=[CH:18][C:17]([Cl:20])=[CH:16][CH:15]=2)[CH:5]=[C:6]([C:8]([F:11])([F:10])[F:9])[CH:7]=1.[C:45]1([NH:51][NH2:52])[CH:50]=[CH:49][CH:48]=[CH:47][CH:46]=1. (4) Given the product [CH3:22][C:23]1[CH:28]=[CH:27][C:26]([S:29]([C:2]2[NH:21][C:5]3[N:6]=[CH:7][N:8]=[C:9]([NH:10][C:11]4[CH:20]=[CH:19][C:14]5[NH:15][C:16](=[O:18])[S:17][C:13]=5[CH:12]=4)[C:4]=3[CH:3]=2)(=[O:31])=[O:30])=[CH:25][CH:24]=1, predict the reactants needed to synthesize it. The reactants are: Br[C:2]1[NH:21][C:5]2[N:6]=[CH:7][N:8]=[C:9]([NH:10][C:11]3[CH:20]=[CH:19][C:14]4[NH:15][C:16](=[O:18])[S:17][C:13]=4[CH:12]=3)[C:4]=2[CH:3]=1.[CH3:22][C:23]1[CH:28]=[CH:27][C:26]([S:29]([O-:31])=[O:30])=[CH:25][CH:24]=1.[Na+]. (5) Given the product [F:22][C:13]1[C:14]([F:21])=[C:15]([C:16]([N:25]2[CH:29]=[CH:28][N:27]=[CH:26]2)=[O:18])[CH:19]=[CH:20][C:12]=1[CH2:11][CH2:10][C:8]1[N:9]=[C:5]([NH:4][C:1](=[O:3])[CH3:2])[S:6][CH:7]=1, predict the reactants needed to synthesize it. The reactants are: [C:1]([NH:4][C:5]1[S:6][CH:7]=[C:8]([CH2:10][CH2:11][C:12]2[CH:20]=[CH:19][C:15]([C:16]([OH:18])=O)=[C:14]([F:21])[C:13]=2[F:22])[N:9]=1)(=[O:3])[CH3:2].C([N:25]1[CH:29]=[CH:28][N:27]=[CH:26]1)([N:25]1[CH:29]=[CH:28][N:27]=[CH:26]1)=O. (6) The reactants are: OCC1C=CC([C:9]2[C:17]3[C:16]([C:18]([O-:20])=O)=[CH:15][CH:14]=[N:13][C:12]=3[N:11]([CH:21]([CH3:23])[CH3:22])[N:10]=2)=CC=1.[OH-].[Na+].[NH2:26][CH2:27][C:28]1[C:29](=[O:36])[NH:30][C:31]([CH3:35])=[CH:32][C:33]=1[CH3:34].C1CN([P+](ON2N=N[C:56]3[CH:57]=[CH:58][CH:59]=[CH:60][C:55]2=3)(N2CCCC2)N2CCCC2)CC1.F[P-](F)(F)(F)(F)F.[C:70]([O-])(O)=[O:71].[Na+]. Given the product [CH3:34][C:33]1[CH:32]=[C:31]([CH3:35])[NH:30][C:29](=[O:36])[C:28]=1[CH2:27][NH:26][C:18]([C:16]1[C:17]2[CH:9]=[N:10][N:11]([CH:21]([CH3:22])[CH3:23])[C:12]=2[N:13]=[C:14]([C:59]2[CH:60]=[CH:55][C:56]([CH2:70][OH:71])=[CH:57][CH:58]=2)[CH:15]=1)=[O:20], predict the reactants needed to synthesize it. (7) Given the product [CH2:1]([O:8][C:9]1[CH:10]=[C:11]2[C:12](=[CH:13][C:14]=1[O:15][CH3:16])[CH:24]=[N:23][CH:18]([C:19]([CH3:20])([CH3:21])[CH3:22])[CH2:17]2)[C:2]1[CH:3]=[CH:4][CH:5]=[CH:6][CH:7]=1, predict the reactants needed to synthesize it. The reactants are: [CH2:1]([O:8][C:9]1[CH:10]=[C:11]([CH2:17][CH:18]([NH:23][CH:24]=O)[C:19]([CH3:22])([CH3:21])[CH3:20])[CH:12]=[CH:13][C:14]=1[O:15][CH3:16])[C:2]1[CH:7]=[CH:6][CH:5]=[CH:4][CH:3]=1.O=P(Cl)(Cl)Cl.O.N. (8) Given the product [CH2:33]([C:35]([CH2:42][O:28][C:25]1[CH:24]=[CH:23][C:22]([C:19]2[CH:18]=[CH:17][C:16]([C:5]3[N:6]([CH2:8][O:9][CH2:10][CH2:11][Si:12]([CH3:15])([CH3:13])[CH3:14])[CH:7]=[C:3]([C:2]([F:1])([F:29])[F:30])[N:4]=3)=[CH:21][N:20]=2)=[CH:27][CH:26]=1)([CH2:40][CH3:41])[C:36]([O:38][CH3:39])=[O:37])[CH3:34], predict the reactants needed to synthesize it. The reactants are: [F:1][C:2]([F:30])([F:29])[C:3]1[N:4]=[C:5]([C:16]2[CH:17]=[CH:18][C:19]([C:22]3[CH:27]=[CH:26][C:25]([OH:28])=[CH:24][CH:23]=3)=[N:20][CH:21]=2)[N:6]([CH2:8][O:9][CH2:10][CH2:11][Si:12]([CH3:15])([CH3:14])[CH3:13])[CH:7]=1.[H-].[Na+].[CH2:33]([C:35]([CH2:42]OS(C1C=CC(C)=CC=1)(=O)=O)([CH2:40][CH3:41])[C:36]([O:38][CH3:39])=[O:37])[CH3:34].[Cl-].[NH4+]. (9) Given the product [CH2:1]([NH:3][C:4]([C:6]1[CH:7]=[CH:8][C:9]2[C:10](=[C:21]3[CH2:26][CH2:25][NH:24][CH2:23][CH2:22]3)[C:11]3[C:16]([O:17][C:18]=2[CH:19]=1)=[C:15]([OH:20])[CH:14]=[CH:13][CH:12]=3)=[O:5])[CH3:2], predict the reactants needed to synthesize it. The reactants are: [CH2:1]([NH:3][C:4]([C:6]1[CH:7]=[CH:8][C:9]2[C:10](=[C:21]3[CH2:26][CH2:25][N:24](C(=O)C(F)(F)F)[CH2:23][CH2:22]3)[C:11]3[C:16]([O:17][C:18]=2[CH:19]=1)=[C:15]([OH:20])[CH:14]=[CH:13][CH:12]=3)=[O:5])[CH3:2].C([O-])([O-])=O.[K+].[K+]. (10) The reactants are: [F:1][C:2]1[CH:20]=[CH:19][C:5]([CH2:6][N:7]2[C:15]3[C:10](=[CH:11][CH:12]=[CH:13][CH:14]=3)[C:9]([C:16]([OH:18])=O)=[N:8]2)=[CH:4][CH:3]=1.C(N(CC)C(C)C)(C)C.CCN=C=NCCCN(C)C.Cl.C1C=CC2N(O)N=NC=2C=1.Cl.[CH2:53]([O:60][C:61](=[O:72])[CH2:62][NH:63][C:64](=[O:71])[CH:65]([NH2:70])[C:66]([CH3:69])([CH3:68])[CH3:67])[C:54]1[CH:59]=[CH:58][CH:57]=[CH:56][CH:55]=1.II. Given the product [CH2:53]([O:60][C:61](=[O:72])[CH2:62][NH:63][C:64](=[O:71])[C@@H:65]([NH:70][C:16]([C:9]1[C:10]2[C:15](=[CH:14][CH:13]=[CH:12][CH:11]=2)[N:7]([CH2:6][C:5]2[CH:4]=[CH:3][C:2]([F:1])=[CH:20][CH:19]=2)[N:8]=1)=[O:18])[C:66]([CH3:67])([CH3:68])[CH3:69])[C:54]1[CH:55]=[CH:56][CH:57]=[CH:58][CH:59]=1, predict the reactants needed to synthesize it.